Task: Predict the reactants needed to synthesize the given product.. Dataset: Full USPTO retrosynthesis dataset with 1.9M reactions from patents (1976-2016) Given the product [F:1][C:2]1[CH:3]=[C:4]([C:8]2[CH:9]=[C:10]([CH2:16][NH:17][C:18]3[C:19]([CH3:33])=[C:20]([CH:29]=[CH:30][C:31]=3[CH3:32])[O:21][CH2:22][C:23]([O:25][CH:26]([CH3:28])[CH3:27])=[O:24])[CH:11]=[C:12]([OH:14])[CH:13]=2)[CH:5]=[CH:6][CH:7]=1, predict the reactants needed to synthesize it. The reactants are: [F:1][C:2]1[CH:3]=[C:4]([C:8]2[CH:9]=[C:10]([CH2:16][NH:17][C:18]3[C:19]([CH3:33])=[C:20]([CH:29]=[CH:30][C:31]=3[CH3:32])[O:21][CH2:22][C:23]([O:25][CH:26]([CH3:28])[CH3:27])=[O:24])[CH:11]=[C:12]([O:14]C)[CH:13]=2)[CH:5]=[CH:6][CH:7]=1.C(S)C.[Al+3].[Cl-].[Cl-].[Cl-].O.